This data is from Full USPTO retrosynthesis dataset with 1.9M reactions from patents (1976-2016). The task is: Predict the reactants needed to synthesize the given product. Given the product [ClH:1].[CH2:18]([C:16]1[C:15](=[O:20])[NH:14][C:13]([CH3:21])=[C:12]([C:9]2[S:8][C:7]([CH2:6][NH:5][C:3](=[O:4])[CH2:2][N:22]3[CH2:26][CH2:25][CH2:24][CH2:23]3)=[CH:11][CH:10]=2)[CH:17]=1)[CH3:19], predict the reactants needed to synthesize it. The reactants are: [Cl:1][CH2:2][C:3]([NH:5][CH2:6][C:7]1[S:8][C:9]([C:12]2[CH:17]=[C:16]([CH2:18][CH3:19])[C:15](=[O:20])[NH:14][C:13]=2[CH3:21])=[CH:10][CH:11]=1)=[O:4].[NH:22]1[CH2:26][CH2:25][CH2:24][CH2:23]1.C(=O)([O-])[O-].[K+].[K+].